From a dataset of Reaction yield outcomes from USPTO patents with 853,638 reactions. Predict the reaction yield, written as a fraction of the theoretical maximum amount of product (1.0 means a 100% yield; for example, 0.34 means a 34% yield). (1) The reactants are C([N:8]1[CH2:13][CH2:12][C:11]([CH3:20])([C:14]2[CH:19]=[CH:18][CH:17]=[CH:16][CH:15]=2)[CH2:10][CH2:9]1)C1C=CC=CC=1.[H][H]. The catalyst is CO.[Pd]. The product is [CH3:20][C:11]1([C:14]2[CH:19]=[CH:18][CH:17]=[CH:16][CH:15]=2)[CH2:10][CH2:9][NH:8][CH2:13][CH2:12]1. The yield is 0.990. (2) The reactants are [Cl:1][C:2]1[N:7]=[CH:6][C:5]([CH2:8][O:9][C:10]2[CH:11]=[CH:12][C:13]3[O:17][C:16]([CH:18]([NH:25][C:26]4[CH:31]=[CH:30][C:29]([C:32]([N:34]([CH3:42])[CH2:35][CH2:36][C:37]([O:39]CC)=[O:38])=[O:33])=[CH:28][CH:27]=4)[CH:19]4[CH2:24][CH2:23][CH2:22][CH2:21][CH2:20]4)=[C:15]([CH3:43])[C:14]=3[CH:44]=2)=[CH:4][CH:3]=1.[OH-].[Na+]. The catalyst is C(O)C. The product is [Cl:1][C:2]1[N:7]=[CH:6][C:5]([CH2:8][O:9][C:10]2[CH:11]=[CH:12][C:13]3[O:17][C:16]([CH:18]([NH:25][C:26]4[CH:27]=[CH:28][C:29]([C:32]([N:34]([CH3:42])[CH2:35][CH2:36][C:37]([OH:39])=[O:38])=[O:33])=[CH:30][CH:31]=4)[CH:19]4[CH2:24][CH2:23][CH2:22][CH2:21][CH2:20]4)=[C:15]([CH3:43])[C:14]=3[CH:44]=2)=[CH:4][CH:3]=1. The yield is 0.850. (3) The reactants are [CH3:1][O:2][C:3]([C:5]1[N:6]=[C:7]([NH:10][C:11](=[O:22])[C@@H:12]([NH2:21])[C@H:13]([C:15]2[CH:20]=[CH:19][CH:18]=[CH:17][CH:16]=2)[CH3:14])[S:8][CH:9]=1)=[O:4].[C:23]([O:27][C:28]([NH:30][CH:31]([C:35]1[CH:40]=[CH:39][C:38]([S:41][CH3:42])=[CH:37][CH:36]=1)[C:32](O)=[O:33])=[O:29])([CH3:26])([CH3:25])[CH3:24].Cl.CN(C)CCCN=C=NCC. The catalyst is ClCCl. The product is [CH3:1][O:2][C:3]([C:5]1[N:6]=[C:7]([NH:10][C:11](=[O:22])[C@@H:12]([NH:21][C:32](=[O:33])[CH:31]([NH:30][C:28]([O:27][C:23]([CH3:25])([CH3:24])[CH3:26])=[O:29])[C:35]2[CH:40]=[CH:39][C:38]([S:41][CH3:42])=[CH:37][CH:36]=2)[C@H:13]([C:15]2[CH:16]=[CH:17][CH:18]=[CH:19][CH:20]=2)[CH3:14])[S:8][CH:9]=1)=[O:4]. The yield is 0.800. (4) The reactants are [CH3:1][CH:2]([CH3:16])[CH2:3][C:4]([C:6]1[CH:15]=[CH:14][C:9]([C:10]([O:12][CH3:13])=[O:11])=[CH:8][N:7]=1)=O.[F:17][C:18]([F:33])([F:32])[C:19]1[CH:24]=[CH:23][C:22]([C:25]2[CH:30]=[CH:29][C:28]([NH2:31])=[CH:27][CH:26]=2)=[CH:21][CH:20]=1.O.C1(C)C=CC(S(O)(=O)=O)=CC=1.C([BH3-])#N.[Na+]. The catalyst is COCCOC.CO.C(O)(=O)C. The product is [CH3:1][CH:2]([CH3:16])[CH2:3][CH:4]([C:6]1[CH:15]=[CH:14][C:9]([C:10]([O:12][CH3:13])=[O:11])=[CH:8][N:7]=1)[NH:31][C:28]1[CH:29]=[CH:30][C:25]([C:22]2[CH:23]=[CH:24][C:19]([C:18]([F:17])([F:32])[F:33])=[CH:20][CH:21]=2)=[CH:26][CH:27]=1. The yield is 0.150.